This data is from NCI-60 drug combinations with 297,098 pairs across 59 cell lines. The task is: Regression. Given two drug SMILES strings and cell line genomic features, predict the synergy score measuring deviation from expected non-interaction effect. (1) Drug 1: CS(=O)(=O)C1=CC(=C(C=C1)C(=O)NC2=CC(=C(C=C2)Cl)C3=CC=CC=N3)Cl. Drug 2: C1C(C(OC1N2C=C(C(=O)NC2=O)F)CO)O. Cell line: SK-OV-3. Synergy scores: CSS=36.2, Synergy_ZIP=4.13, Synergy_Bliss=3.66, Synergy_Loewe=-16.4, Synergy_HSA=3.50. (2) Synergy scores: CSS=60.0, Synergy_ZIP=-4.85, Synergy_Bliss=-3.93, Synergy_Loewe=-14.7, Synergy_HSA=0.512. Drug 1: C1CC(C1)(C(=O)O)C(=O)O.[NH2-].[NH2-].[Pt+2]. Cell line: M14. Drug 2: CC1=C(C(=O)C2=C(C1=O)N3CC4C(C3(C2COC(=O)N)OC)N4)N. (3) Drug 1: CC1OCC2C(O1)C(C(C(O2)OC3C4COC(=O)C4C(C5=CC6=C(C=C35)OCO6)C7=CC(=C(C(=C7)OC)O)OC)O)O. Drug 2: CNC(=O)C1=NC=CC(=C1)OC2=CC=C(C=C2)NC(=O)NC3=CC(=C(C=C3)Cl)C(F)(F)F. Cell line: NCIH23. Synergy scores: CSS=49.2, Synergy_ZIP=-5.60, Synergy_Bliss=-5.28, Synergy_Loewe=-9.83, Synergy_HSA=-2.22. (4) Drug 1: C1=C(C(=O)NC(=O)N1)N(CCCl)CCCl. Drug 2: CN(CC1=CN=C2C(=N1)C(=NC(=N2)N)N)C3=CC=C(C=C3)C(=O)NC(CCC(=O)O)C(=O)O. Cell line: M14. Synergy scores: CSS=34.8, Synergy_ZIP=0.0409, Synergy_Bliss=7.54, Synergy_Loewe=-8.17, Synergy_HSA=7.18. (5) Cell line: SF-539. Drug 2: COC1=C2C(=CC3=C1OC=C3)C=CC(=O)O2. Synergy scores: CSS=21.3, Synergy_ZIP=8.88, Synergy_Bliss=6.09, Synergy_Loewe=-27.3, Synergy_HSA=1.17. Drug 1: CC1=C2C(C(=O)C3(C(CC4C(C3C(C(C2(C)C)(CC1OC(=O)C(C(C5=CC=CC=C5)NC(=O)C6=CC=CC=C6)O)O)OC(=O)C7=CC=CC=C7)(CO4)OC(=O)C)O)C)OC(=O)C.